This data is from Forward reaction prediction with 1.9M reactions from USPTO patents (1976-2016). The task is: Predict the product of the given reaction. (1) Given the reactants [Cl:1][C:2]1[N:7]=[C:6](Cl)[C:5]([C:9]([NH2:11])=[O:10])=[CH:4][N:3]=1.CCN(C(C)C)C(C)C.[C:21]([NH2:25])([CH3:24])([CH3:23])[CH3:22].O, predict the reaction product. The product is: [C:21]([NH:25][C:6]1[C:5]([C:9]([NH2:11])=[O:10])=[CH:4][N:3]=[C:2]([Cl:1])[N:7]=1)([CH3:24])([CH3:23])[CH3:22]. (2) Given the reactants [CH:1]1([Mg]Cl)[CH2:6][CH2:5][CH2:4][CH2:3][CH2:2]1.CCOCC.[Li+].[Cl-].[CH2:16]([O:18][C:19]([C:21]1([CH3:49])[CH2:26][CH2:25][N:24]([C:27]2[N:32]=[CH:31][C:30]([C:33]3[CH:34]=[C:35](Br)[C:36]4[S:40][C:39]([NH:41][C:42]([NH:44][CH2:45][CH3:46])=[O:43])=[N:38][C:37]=4[CH:47]=3)=[CH:29][N:28]=2)[CH2:23][CH2:22]1)=[O:20])[CH3:17], predict the reaction product. The product is: [CH:1]1([C:35]2[C:36]3[S:40][C:39]([NH:41][C:42](=[O:43])[NH:44][CH2:45][CH3:46])=[N:38][C:37]=3[CH:47]=[C:33]([C:30]3[CH:29]=[N:28][C:27]([N:24]4[CH2:25][CH2:26][C:21]([CH3:49])([C:19]([O:18][CH2:16][CH3:17])=[O:20])[CH2:22][CH2:23]4)=[N:32][CH:31]=3)[CH:34]=2)[CH2:6][CH2:5][CH2:4][CH2:3][CH2:2]1. (3) Given the reactants [CH2:1](O)[CH2:2][CH2:3][CH2:4][CH2:5][CH2:6][CH2:7][CH2:8][CH2:9][CH:10]=[CH2:11].C1(=O)[NH:17]C(=O)C2=CC=CC=C12.NN, predict the reaction product. The product is: [NH2:17][CH2:1][CH2:2][CH2:3][CH2:4][CH2:5][CH2:6][CH2:7][CH2:8][CH2:9][CH:10]=[CH2:11]. (4) Given the reactants [C:1]([O:4][C@H:5]1[C@H:10]([N:11]=[C:12]=[S:13])[C@@H:9]([O:14][C:15](=[O:17])[CH3:16])[C@@H:8]([O:18][C:19](=[O:21])[CH3:20])[C@@H:7]([CH2:22][O:23][C:24](=[O:26])[CH3:25])[O:6]1)(=[O:3])[CH3:2].[CH2:27]([NH2:30])[C:28]#[CH:29], predict the reaction product. The product is: [C:1]([O:4][C@H:5]1[C@H:10]([NH:11][C:12]([NH:30][CH2:27][C:28]#[CH:29])=[S:13])[C@@H:9]([O:14][C:15](=[O:17])[CH3:16])[C@@H:8]([O:18][C:19](=[O:21])[CH3:20])[C@@H:7]([CH2:22][O:23][C:24](=[O:26])[CH3:25])[O:6]1)(=[O:3])[CH3:2]. (5) The product is: [F:1][C:2]1[CH:3]=[C:4]([NH:5][S:18]([C:14]2[CH:13]=[C:12]3[C:17](=[CH:16][CH:15]=2)[NH:9][N:10]=[CH:11]3)(=[O:20])=[O:19])[CH:6]=[CH:7][CH:8]=1. Given the reactants [F:1][C:2]1[CH:3]=[C:4]([CH:6]=[CH:7][CH:8]=1)[NH2:5].[NH:9]1[C:17]2[C:12](=[CH:13][C:14]([S:18](Cl)(=[O:20])=[O:19])=[CH:15][CH:16]=2)[CH:11]=[N:10]1.C(OCC)(=O)C.O, predict the reaction product. (6) Given the reactants [F:1][C:2]1[CH:3]=[CH:4][CH:5]=[C:6]2[C:10]=1[N:9]([CH:11]([CH3:13])[CH3:12])[C:8](=[O:14])[C:7]2=O, predict the reaction product. The product is: [F:1][C:2]1[CH:3]=[CH:4][CH:5]=[C:6]2[C:10]=1[N:9]([CH:11]([CH3:12])[CH3:13])[C:8](=[O:14])[CH2:7]2.